Dataset: Full USPTO retrosynthesis dataset with 1.9M reactions from patents (1976-2016). Task: Predict the reactants needed to synthesize the given product. (1) Given the product [N:24]1([C:22]([C@@H:18]2[CH2:19][CH2:20][CH2:21][N:16]([C:13]3[N:12]=[C:11]4[N:29]=[C:8]([C:6]5[N:7]=[C:2]([C:30]6([C:33]#[N:34])[CH2:32][CH2:31]6)[CH:3]=[CH:4][CH:5]=5)[NH:9][C:10]4=[CH:15][CH:14]=3)[CH2:17]2)=[O:23])[CH2:28][CH2:27][CH2:26][CH2:25]1, predict the reactants needed to synthesize it. The reactants are: Br[C:2]1[N:7]=[C:6]([C:8]2[NH:9][C:10]3[C:11]([N:29]=2)=[N:12][C:13]([N:16]2[CH2:21][CH2:20][CH2:19][C@@H:18]([C:22]([N:24]4[CH2:28][CH2:27][CH2:26][CH2:25]4)=[O:23])[CH2:17]2)=[CH:14][CH:15]=3)[CH:5]=[CH:4][CH:3]=1.[CH:30]1([C:33]#[N:34])[CH2:32][CH2:31]1.C[Si]([N-][Si](C)(C)C)(C)C.[Na+]. (2) Given the product [NH:1]1[CH2:6][CH2:5][CH:4]([CH2:7][NH:8][C:9]([N:11]2[C:32]3[CH:31]=[CH:30][CH:29]=[CH:28][C:27]=3[N:13]([CH:14]([CH3:15])[CH3:19])[C:12]2=[O:21])=[O:10])[CH2:3][CH2:2]1.[O:25]1[CH:23]([CH2:22][O:26][C:27]2[CH:28]=[CH:29][CH:30]=[CH:31][CH:32]=2)[CH2:24]1, predict the reactants needed to synthesize it. The reactants are: [NH:1]1[CH2:6][CH2:5][CH:4]([CH2:7][NH:8][C:9]([N:11]2[C:15]3C=CC=[CH:19][C:14]=3[N:13](C)[C:12]2=[O:21])=[O:10])[CH2:3][CH2:2]1.[CH2:22]([O:26][C:27]1[CH:32]=[CH:31][C:30](Cl)=[CH:29][CH:28]=1)[CH:23]1[O:25][CH2:24]1. (3) Given the product [CH3:1][O:2][C:3]1[C:8]([CH2:9][N:10]2[CH2:11][CH2:12][CH:13]([CH2:16][CH2:17][C:18]3[C:19]([O:24][CH2:26][CH2:27][CH2:28][C:29]#[N:30])=[N:20][CH:21]=[CH:22][CH:23]=3)[CH2:14][CH2:15]2)=[CH:7][CH:6]=[CH:5][N:4]=1, predict the reactants needed to synthesize it. The reactants are: [CH3:1][O:2][C:3]1[C:8]([CH2:9][N:10]2[CH2:15][CH2:14][CH:13]([CH2:16][CH2:17][C:18]3[C:19](=[O:24])[NH:20][CH:21]=[CH:22][CH:23]=3)[CH2:12][CH2:11]2)=[CH:7][CH:6]=[CH:5][N:4]=1.Br[CH2:26][CH2:27][CH2:28][C:29]#[N:30].C(=O)([O-])[O-].[K+].[K+].C(OCC)(=O)C. (4) The reactants are: Cl[C:2]1[CH:7]=[CH:6][N:5]=[C:4]([CH2:8][O:9][C:10](=[O:16])[CH2:11][CH2:12][CH2:13][CH2:14][CH3:15])[N:3]=1.[CH2:17]([O:19][C:20]([C:22]1[C:23]2[CH:30]=[CH:29][C:28]([OH:31])=[CH:27][C:24]=2[S:25][CH:26]=1)=[O:21])[CH3:18].[O-]P([O-])([O-])=O.[K+].[K+].[K+]. Given the product [CH2:17]([O:19][C:20]([C:22]1[C:23]2[CH:30]=[CH:29][C:28]([O:31][C:2]3[CH:7]=[CH:6][N:5]=[C:4]([CH2:8][O:9][C:10](=[O:16])[CH2:11][CH2:12][CH2:13][CH2:14][CH3:15])[N:3]=3)=[CH:27][C:24]=2[S:25][CH:26]=1)=[O:21])[CH3:18], predict the reactants needed to synthesize it. (5) Given the product [NH2:45][C:15]1[C:14]2[C:12](=[O:13])[N:11]([C:22]3[CH:27]=[CH:26][C:25]([N:28]4[CH2:32][CH2:31][N:30]([CH2:33][C:34]([OH:36])=[O:35])[C:29]4=[O:39])=[C:24]([O:40][C:41]([F:43])([F:42])[F:44])[CH:23]=3)[CH2:10][CH2:9][O:8][C:19]=2[N:18]=[CH:17][N:16]=1, predict the reactants needed to synthesize it. The reactants are: [Si]([O:8][CH2:9][CH2:10][N:11]([C:22]1[CH:27]=[CH:26][C:25]([N:28]2[CH2:32][CH2:31][N:30]([CH2:33][C:34]([O:36]CC)=[O:35])[C:29]2=[O:39])=[C:24]([O:40][C:41]([F:44])([F:43])[F:42])[CH:23]=1)[C:12]([C:14]1[C:15](Cl)=[N:16][CH:17]=[N:18][C:19]=1Cl)=[O:13])(C(C)(C)C)(C)C.[NH2:45]C1C2C(=O)N(C3C=CC(B4OC(C)(C)C(C)(C)O4)=CC=3)CCOC=2N=CN=1.C([O-])([O-])=O.[K+].[K+]. (6) Given the product [C:2]1([CH3:1])[CH:7]=[C:6]([CH3:8])[CH:5]=[C:4]([CH3:9])[C:3]=1[S:10][CH2:12][C:13]([O:15][CH3:16])=[O:14], predict the reactants needed to synthesize it. The reactants are: [CH3:1][C:2]1[CH:7]=[C:6]([CH3:8])[CH:5]=[C:4]([CH3:9])[C:3]=1[SH:10].Br[CH2:12][C:13]([O:15][CH3:16])=[O:14].C(=O)([O-])[O-].[K+].[K+].